Dataset: Catalyst prediction with 721,799 reactions and 888 catalyst types from USPTO. Task: Predict which catalyst facilitates the given reaction. (1) Reactant: [CH3:1][O:2][CH2:3][CH2:4][O:5][C:6]1[CH:11]=[CH:10][N:9]2[C:12]([C:15]([OH:17])=O)=[CH:13][N:14]=[C:8]2[CH:7]=1.CN(C)C=O.C(Cl)(=O)C(Cl)=O.[CH2:29]([N:36]1[C:44]2[CH:43]=[CH:42][C:41]([Cl:45])=[C:40]([NH2:46])[C:39]=2[C:38]([CH2:47][CH3:48])=[N:37]1)[C:30]1[CH:35]=[CH:34][CH:33]=[CH:32][CH:31]=1. Product: [CH2:29]([N:36]1[C:44]2[C:39](=[C:40]([NH:46][C:15]([C:12]3[N:9]4[CH:10]=[CH:11][C:6]([O:5][CH2:4][CH2:3][O:2][CH3:1])=[CH:7][C:8]4=[N:14][CH:13]=3)=[O:17])[C:41]([Cl:45])=[CH:42][CH:43]=2)[C:38]([CH2:47][CH3:48])=[N:37]1)[C:30]1[CH:31]=[CH:32][CH:33]=[CH:34][CH:35]=1. The catalyst class is: 4. (2) Reactant: [CH2:1]([NH:3][CH2:4][C:5]1[CH:10]=[C:9]([C:11]([F:14])([F:13])[F:12])[CH:8]=[CH:7][C:6]=1[C:15]1[CH:20]=[CH:19][CH:18]=[C:17]([CH2:21][C:22]([OH:24])=[O:23])[CH:16]=1)[CH3:2].[CH3:25][CH2:26]O. Product: [CH2:25]([O:23][C:22](=[O:24])[CH2:21][C:17]1[CH:16]=[C:15]([C:6]2[CH:7]=[CH:8][C:9]([C:11]([F:13])([F:12])[F:14])=[CH:10][C:5]=2[CH2:4][NH:3][CH2:1][CH3:2])[CH:20]=[CH:19][CH:18]=1)[CH3:26]. The catalyst class is: 65. (3) Reactant: O.[CH3:2][N:3]([C:5]([CH2:8][C:9]([CH3:12])([CH3:11])[CH3:10])([CH3:7])[CH3:6])[CH3:4].[CH3:13][I:14]. The catalyst class is: 4. Product: [I-:14].[CH3:4][N+:3]([C:5]([CH2:8][C:9]([CH3:12])([CH3:11])[CH3:10])([CH3:6])[CH3:7])([CH3:13])[CH3:2]. (4) Reactant: [F:1][C:2]1[CH:3]=[C:4]2[C:9](=[CH:10][CH:11]=1)[N:8]=[CH:7][CH:6]=[C:5]2[N:12]1[CH2:17][CH2:16][N:15]([CH:18]([CH3:24])[C:19]([O:21]CC)=[O:20])[CH2:14][CH2:13]1.[OH-].[Na+].Cl.O1CCOCC1. Product: [F:1][C:2]1[CH:3]=[C:4]2[C:9](=[CH:10][CH:11]=1)[N:8]=[CH:7][CH:6]=[C:5]2[N:12]1[CH2:13][CH2:14][N:15]([CH:18]([CH3:24])[C:19]([OH:21])=[O:20])[CH2:16][CH2:17]1. The catalyst class is: 14.